From a dataset of Forward reaction prediction with 1.9M reactions from USPTO patents (1976-2016). Predict the product of the given reaction. (1) Given the reactants C(Cl)(=O)C(Cl)=O.CS(C)=O.[OH:11][CH:12]1[CH2:15][N:14]([C:16]2[CH:27]=[CH:26][C:19]([C:20]([NH:22][CH:23]([CH3:25])[CH3:24])=[O:21])=[CH:18][CH:17]=2)[CH2:13]1.C(N(CC)CC)C, predict the reaction product. The product is: [CH:23]([NH:22][C:20](=[O:21])[C:19]1[CH:18]=[CH:17][C:16]([N:14]2[CH2:13][C:12](=[O:11])[CH2:15]2)=[CH:27][CH:26]=1)([CH3:25])[CH3:24]. (2) Given the reactants [C:1]([O:5][C:6]([N:8]1[CH2:13][CH2:12][CH:11]([C:14]([OH:16])=[O:15])[CH2:10][CH2:9]1)=[O:7])([CH3:4])([CH3:3])[CH3:2].Cl.CN(C)CCCN=C=NCC.[CH3:29][C:30](=[CH2:33])[CH2:31]O, predict the reaction product. The product is: [CH3:31][C:30](=[CH2:29])[CH2:33][O:15][C:14]([CH:11]1[CH2:12][CH2:13][N:8]([C:6]([O:5][C:1]([CH3:4])([CH3:2])[CH3:3])=[O:7])[CH2:9][CH2:10]1)=[O:16]. (3) Given the reactants [CH2:1]([S:3][C:4]1[CH:9]=[CH:8][CH:7]=[CH:6][C:5]=1B1OC(C)(C)C(C)(C)O1)[CH3:2].Cl[C:20]1[C:29]([CH3:30])=[N:28][C:27]2[C:22](=[CH:23][CH:24]=[C:25]([C:31]([F:34])([F:33])[F:32])[CH:26]=2)[N:21]=1.P([O-])([O-])([O-])=O.[K+].[K+].[K+].O1CCOCC1, predict the reaction product. The product is: [CH2:1]([S:3][C:4]1[CH:9]=[CH:8][CH:7]=[CH:6][C:5]=1[C:20]1[C:29]([CH3:30])=[N:28][C:27]2[C:22](=[CH:23][CH:24]=[C:25]([C:31]([F:32])([F:33])[F:34])[CH:26]=2)[N:21]=1)[CH3:2]. (4) Given the reactants [Si:1]([O:18][CH2:19][C:20]1[C:21]([N:35]2[CH2:40][C@H:39]([CH3:41])[O:38][C@H:37]([CH3:42])[CH2:36]2)=[C:22]([F:34])[C:23]2[O:27][N:26]=[C:25]([C:28]([O:30]CC)=O)[C:24]=2[CH:33]=1)([C:14]([CH3:17])([CH3:16])[CH3:15])([C:8]1[CH:13]=[CH:12][CH:11]=[CH:10][CH:9]=1)[C:2]1[CH:7]=[CH:6][CH:5]=[CH:4][CH:3]=1.[NH:43]1[CH2:48][CH2:47][S:46](=[O:50])(=[O:49])[CH2:45][CH2:44]1, predict the reaction product. The product is: [Si:1]([O:18][CH2:19][C:20]1[C:21]([N:35]2[CH2:40][C@H:39]([CH3:41])[O:38][C@H:37]([CH3:42])[CH2:36]2)=[C:22]([F:34])[C:23]2[O:27][N:26]=[C:25]([C:28]([N:43]3[CH2:48][CH2:47][S:46](=[O:50])(=[O:49])[CH2:45][CH2:44]3)=[O:30])[C:24]=2[CH:33]=1)([C:14]([CH3:15])([CH3:17])[CH3:16])([C:8]1[CH:13]=[CH:12][CH:11]=[CH:10][CH:9]=1)[C:2]1[CH:3]=[CH:4][CH:5]=[CH:6][CH:7]=1. (5) Given the reactants [CH3:1][N:2]1[CH2:15][CH2:14][C:5]2[NH:6][C:7]3[CH:8]=[CH:9][C:10]([CH3:13])=[CH:11][C:12]=3[C:4]=2[CH2:3]1.Br[C:17]1[CH:18]=[C:19]2[C:24](=[CH:25][CH:26]=1)[N:23]=[CH:22][CH:21]=[CH:20]2.[O-]P([O-])([O-])=O.[K+].[K+].[K+].N1CCC[C@H]1C(O)=O, predict the reaction product. The product is: [CH3:1][N:2]1[CH2:15][CH2:14][C:5]2[N:6]([C:17]3[CH:18]=[C:19]4[C:24](=[CH:25][CH:26]=3)[N:23]=[CH:22][CH:21]=[CH:20]4)[C:7]3[CH:8]=[CH:9][C:10]([CH3:13])=[CH:11][C:12]=3[C:4]=2[CH2:3]1. (6) Given the reactants [CH3:1][O:2][C:3]1[CH:8]=[CH:7][C:6]([C:9]2[N:14]=[N:13][C:12]([N:15]3[CH2:22][CH:21]4[CH:17]([CH2:18][NH:19][CH2:20]4)[CH2:16]3)=[CH:11][CH:10]=2)=[CH:5][CH:4]=1.[ClH:23], predict the reaction product. The product is: [ClH:23].[CH3:1][O:2][C:3]1[CH:4]=[CH:5][C:6]([C:9]2[N:14]=[N:13][C:12]([N:15]3[CH2:16][CH:17]4[CH:21]([CH2:20][NH:19][CH2:18]4)[CH2:22]3)=[CH:11][CH:10]=2)=[CH:7][CH:8]=1. (7) Given the reactants C(O)(C(F)(F)F)=O.C(OC(=O)[NH:14][CH2:15][C:16]([N:18]1[CH2:23][CH2:22][N:21]([CH2:24][C:25]2[CH:30]=[CH:29][C:28]([C:31](=[O:46])[NH:32][CH2:33][C:34]3[CH:39]=[C:38]([Cl:40])[CH:37]=[CH:36][C:35]=3[S:41]([CH2:44][CH3:45])(=[O:43])=[O:42])=[CH:27][C:26]=2[C:47]([F:50])([F:49])[F:48])[CH2:20][CH2:19]1)=[O:17])(C)(C)C, predict the reaction product. The product is: [NH2:14][CH2:15][C:16]([N:18]1[CH2:19][CH2:20][N:21]([CH2:24][C:25]2[CH:30]=[CH:29][C:28]([C:31]([NH:32][CH2:33][C:34]3[CH:39]=[C:38]([Cl:40])[CH:37]=[CH:36][C:35]=3[S:41]([CH2:44][CH3:45])(=[O:43])=[O:42])=[O:46])=[CH:27][C:26]=2[C:47]([F:48])([F:49])[F:50])[CH2:22][CH2:23]1)=[O:17]. (8) The product is: [CH2:17]([N:1]1[C:5]2=[N:6][CH:7]=[CH:8][CH:9]=[C:4]2[CH:3]=[C:2]1[C:10]([O:12][CH2:13][CH3:14])=[O:11])[C:18]1[CH:23]=[CH:22][CH:21]=[CH:20][CH:19]=1. Given the reactants [NH:1]1[C:5]2=[N:6][CH:7]=[CH:8][CH:9]=[C:4]2[CH:3]=[C:2]1[C:10]([O:12][CH2:13][CH3:14])=[O:11].[H-].[Na+].[CH2:17](Br)[C:18]1[CH:23]=[CH:22][CH:21]=[CH:20][CH:19]=1.O, predict the reaction product.